From a dataset of Reaction yield outcomes from USPTO patents with 853,638 reactions. Predict the reaction yield, written as a fraction of the theoretical maximum amount of product (1.0 means a 100% yield; for example, 0.34 means a 34% yield). (1) The reactants are [Cl:1][C:2]1[CH:3]=[C:4]2[C:9](=[CH:10][C:11]=1[O:12][C:13]1[CH:21]=[CH:20][C:16]([C:17]([OH:19])=O)=[CH:15][CH:14]=1)[O:8][CH2:7][CH2:6][CH:5]2[C:22]([O:24][CH2:25][CH3:26])=[O:23].O.ON1C2C=CC=CC=2N=N1.[Br:38][C:39]1[CH:44]=[CH:43][C:42]([CH2:45][CH2:46][NH2:47])=[C:41]([Cl:48])[CH:40]=1.Cl.C(N=C=NCCCN(C)C)C. The catalyst is CN(C)C=O.O. The product is [Br:38][C:39]1[CH:44]=[CH:43][C:42]([CH2:45][CH2:46][NH:47][C:17]([C:16]2[CH:15]=[CH:14][C:13]([O:12][C:11]3[CH:10]=[C:9]4[C:4]([CH:5]([C:22]([O:24][CH2:25][CH3:26])=[O:23])[CH2:6][CH2:7][O:8]4)=[CH:3][C:2]=3[Cl:1])=[CH:21][CH:20]=2)=[O:19])=[C:41]([Cl:48])[CH:40]=1. The yield is 0.600. (2) The reactants are C(C1[N:8]=[CH:7][C:6]([CH:9]([CH3:31])[C:10]([NH:12][CH2:13][C:14]2[C:15]([N:24]3[CH2:29][CH2:28][CH:27]([CH3:30])[CH2:26][CH2:25]3)=[N:16][C:17]([C:20]([F:23])([F:22])[F:21])=[CH:18][CH:19]=2)=[O:11])=[CH:5][CH:4]=1)#N.[OH-:32].[Na+].[CH2:34]([OH:36])[CH3:35]. No catalyst specified. The product is [CH3:30][CH:27]1[CH2:28][CH2:29][N:24]([C:15]2[C:14]([CH2:13][NH:12][C:10](=[O:11])[CH:9]([C:6]3[CH:5]=[CH:4][C:35]([C:34]([OH:32])=[O:36])=[N:8][CH:7]=3)[CH3:31])=[CH:19][CH:18]=[C:17]([C:20]([F:23])([F:22])[F:21])[N:16]=2)[CH2:25][CH2:26]1. The yield is 0.780. (3) The reactants are [S:1]1[C:5]2[CH2:6][CH2:7][CH2:8][C:9](=[O:10])[C:4]=2[CH:3]=[CH:2]1.[CH:11]([N-]C(C)C)(C)C.[Li+].IC.C(=O)(O)[O-].[Na+]. The product is [CH3:11][CH:8]1[C:9](=[O:10])[C:4]2[CH:3]=[CH:2][S:1][C:5]=2[CH2:6][CH2:7]1. The yield is 0.320. The catalyst is O1CCCC1. (4) The reactants are Br[C:2]1[CH:7]=[CH:6][C:5]([CH:8]([CH3:14])[C:9]([O:11][CH2:12][CH3:13])=[O:10])=[CH:4][CH:3]=1.[B:15]1([B:15]2[O:19][C:18]([CH3:21])([CH3:20])[C:17]([CH3:23])([CH3:22])[O:16]2)[O:19][C:18]([CH3:21])([CH3:20])[C:17]([CH3:23])([CH3:22])[O:16]1.C([O-])(=O)C.[K+]. The catalyst is O1CCOCC1.C1C=CC(P(C2C=CC=CC=2)[C-]2C=CC=C2)=CC=1.C1C=CC(P(C2C=CC=CC=2)[C-]2C=CC=C2)=CC=1.Cl[Pd]Cl.[Fe+2].C(Cl)Cl. The product is [CH3:22][C:17]1([CH3:23])[C:18]([CH3:21])([CH3:20])[O:19][B:15]([C:2]2[CH:7]=[CH:6][C:5]([CH:8]([CH3:14])[C:9]([O:11][CH2:12][CH3:13])=[O:10])=[CH:4][CH:3]=2)[O:16]1. The yield is 0.850.